Dataset: Full USPTO retrosynthesis dataset with 1.9M reactions from patents (1976-2016). Task: Predict the reactants needed to synthesize the given product. (1) Given the product [CH:1]1([NH:7][C:8]2[CH:15]=[CH:14][C:11]([CH2:12][N:19]3[CH2:24][CH2:23][CH2:22][CH2:21][CH2:20]3)=[CH:10][C:9]=2[N+:16]([O-:18])=[O:17])[CH2:6][CH2:5][CH2:4][CH2:3][CH2:2]1, predict the reactants needed to synthesize it. The reactants are: [CH:1]1([NH:7][C:8]2[CH:15]=[CH:14][C:11]([CH:12]=O)=[CH:10][C:9]=2[N+:16]([O-:18])=[O:17])[CH2:6][CH2:5][CH2:4][CH2:3][CH2:2]1.[NH:19]1[CH2:24][CH2:23][CH2:22][CH2:21][CH2:20]1.C(O)(=O)C.C(O[BH-](OC(=O)C)OC(=O)C)(=O)C.[Na+]. (2) Given the product [OH:6][C@@H:5]([CH2:4][OH:3])[CH2:7][O:8][C:9]1[CH:14]=[CH:13][N:12]=[C:11]([NH:15][C:16]([N:18]2[C@@H:24]3[CH2:25][N:21]([CH2:22][CH2:23]3)[C:20]3[CH:26]=[CH:27][C:28]([C:30]4[CH:35]=[CH:34][CH:33]=[C:32]([C:36]([F:37])([F:39])[F:38])[CH:31]=4)=[N:29][C:19]2=3)=[O:17])[CH:10]=1, predict the reactants needed to synthesize it. The reactants are: CC1(C)[O:6][C@H:5]([CH2:7][O:8][C:9]2[CH:14]=[CH:13][N:12]=[C:11]([NH:15][C:16]([N:18]3[C@@H:24]4[CH2:25][N:21]([CH2:22][CH2:23]4)[C:20]4[CH:26]=[CH:27][C:28]([C:30]5[CH:35]=[CH:34][CH:33]=[C:32]([C:36]([F:39])([F:38])[F:37])[CH:31]=5)=[N:29][C:19]3=4)=[O:17])[CH:10]=2)[CH2:4][O:3]1.Cl.O1CCOCC1. (3) Given the product [Cl:25][C:4]1[C:5]([C:9]([N:11]2[CH2:16][CH2:15][N:14]([C:17]3[CH:22]=[CH:21][C:20]([CH3:23])=[CH:19][C:18]=3[CH3:24])[CH2:13][CH2:12]2)=[O:10])=[CH:6][C:7]([F:8])=[C:2]([N:28]2[CH2:29][CH2:30][O:26][C:27]2=[O:31])[CH:3]=1, predict the reactants needed to synthesize it. The reactants are: Br[C:2]1[C:7]([F:8])=[CH:6][C:5]([C:9]([N:11]2[CH2:16][CH2:15][N:14]([C:17]3[CH:22]=[CH:21][C:20]([CH3:23])=[CH:19][C:18]=3[CH3:24])[CH2:13][CH2:12]2)=[O:10])=[C:4]([Cl:25])[CH:3]=1.[O:26]1[CH2:30][CH2:29][NH:28][C:27]1=[O:31]. (4) Given the product [Cl:21][C:22]1[CH:29]=[C:28]([Cl:30])[CH:27]=[CH:26][C:23]=1[CH2:24][O:1][C:2]1[CH:7]=[C:6]([O:8][CH:9]([CH3:11])[CH3:10])[CH:5]=[CH:4][C:3]=1[CH2:12][CH2:13][C:14]([O:16][CH2:17][CH3:18])=[O:15], predict the reactants needed to synthesize it. The reactants are: [OH:1][C:2]1[CH:7]=[C:6]([O:8][CH:9]([CH3:11])[CH3:10])[CH:5]=[CH:4][C:3]=1[CH2:12][CH2:13][C:14]([O:16][CH2:17][CH3:18])=[O:15].[H-].[Na+].[Cl:21][C:22]1[CH:29]=[C:28]([Cl:30])[CH:27]=[CH:26][C:23]=1[CH2:24]Cl.O.